From a dataset of Full USPTO retrosynthesis dataset with 1.9M reactions from patents (1976-2016). Predict the reactants needed to synthesize the given product. (1) Given the product [ClH:44].[ClH:44].[NH2:35][C@@H:32]1[CH2:33][CH2:34][C@H:29]([N:19]2[C:20](=[O:28])[C:21]3[CH:26]=[C:25]([F:27])[CH:24]=[N:23][C:22]=3[N:17]([C:13]3[CH:12]=[C:11]([C:8]4[CH:7]=[CH:6][C:5]([CH2:4][N:2]([CH3:1])[CH3:3])=[CH:10][CH:9]=4)[CH:16]=[CH:15][CH:14]=3)[C:18]2=[O:43])[CH2:30][CH2:31]1, predict the reactants needed to synthesize it. The reactants are: [CH3:1][N:2]([CH2:4][C:5]1[CH:10]=[CH:9][C:8]([C:11]2[CH:16]=[CH:15][CH:14]=[C:13]([N:17]3[C:22]4[N:23]=[CH:24][C:25]([F:27])=[CH:26][C:21]=4[C:20](=[O:28])[N:19]([C@@H:29]4[CH2:34][CH2:33][C@H:32]([NH:35]C(=O)OC(C)(C)C)[CH2:31][CH2:30]4)[C:18]3=[O:43])[CH:12]=2)=[CH:7][CH:6]=1)[CH3:3].[ClH:44].C(OCC)C. (2) Given the product [NH2:20][C:4]1[CH:5]=[C:6]([CH:18]=[CH:19][C:3]=1[O:2][CH3:1])[CH:7]=[C:8]1[C:16]2[C:11](=[CH:12][CH:13]=[CH:14][CH:15]=2)[C:10](=[O:17])[O:9]1, predict the reactants needed to synthesize it. The reactants are: [CH3:1][O:2][C:3]1[CH:19]=[CH:18][C:6]([CH:7]=[C:8]2[C:16]3[C:11](=[CH:12][CH:13]=[CH:14][CH:15]=3)[C:10](=[O:17])[O:9]2)=[CH:5][C:4]=1[N+:20]([O-])=O.[Cl-].[NH4+]. (3) Given the product [Cl:1][C:2]1[C:3]([N:42]2[CH2:43][CH2:44][CH:39]([C:37]([NH:36][CH:30]3[CH2:31][CH2:32][CH2:33][CH2:34][CH2:35]3)=[O:38])[CH2:40][CH2:41]2)=[C:4]([F:28])[CH:5]=[C:6]2[C:11]=1[N:10]([CH:12]1[CH2:14][CH2:13]1)[CH:9]=[C:8]([C:15]([NH:17][CH2:18][C:19]1[CH:24]=[CH:23][C:22]([Cl:25])=[CH:21][C:20]=1[Cl:26])=[O:16])[C:7]2=[O:27], predict the reactants needed to synthesize it. The reactants are: [Cl:1][C:2]1[C:3](F)=[C:4]([F:28])[CH:5]=[C:6]2[C:11]=1[N:10]([CH:12]1[CH2:14][CH2:13]1)[CH:9]=[C:8]([C:15]([NH:17][CH2:18][C:19]1[CH:24]=[CH:23][C:22]([Cl:25])=[CH:21][C:20]=1[Cl:26])=[O:16])[C:7]2=[O:27].[CH:30]1([NH:36][C:37]([CH:39]2[CH2:44][CH2:43][NH:42][CH2:41][CH2:40]2)=[O:38])[CH2:35][CH2:34][CH2:33][CH2:32][CH2:31]1.C(N(CC)CC)C. (4) Given the product [C:1]([O:5][C:6](=[O:26])[C:7]([S:10][C:11]1[S:12][CH:13]=[C:14]([CH2:16][C:17]([NH:18][C:19]2[CH:24]=[CH:23][C:22]([C:31]3[CH:32]=[CH:33][C:28]([Cl:27])=[CH:29][CH:30]=3)=[CH:21][N:20]=2)=[O:38])[N:15]=1)([CH3:9])[CH3:8])([CH3:4])([CH3:3])[CH3:2], predict the reactants needed to synthesize it. The reactants are: [C:1]([O:5][C:6](=[O:26])[C:7]([S:10][C:11]1[S:12][CH:13]=[C:14]([CH2:16][CH2:17][NH:18][C:19]2[CH:24]=[CH:23][C:22](Br)=[CH:21][N:20]=2)[N:15]=1)([CH3:9])[CH3:8])([CH3:4])([CH3:3])[CH3:2].[Cl:27][C:28]1[CH:33]=[CH:32][C:31](OB(O)O)=[CH:30][CH:29]=1.[OH2:38]. (5) Given the product [CH2:8]([N:10]1[CH:14]([C:15]([OH:17])=[O:16])[CH2:13][N:12]([CH3:22])[C:11]1=[O:23])[CH3:9], predict the reactants needed to synthesize it. The reactants are: FC(F)(F)C(O)=O.[CH2:8]([N:10]1[CH:14]([C:15]([O:17]C(C)(C)C)=[O:16])[CH2:13][N:12]([CH3:22])[C:11]1=[O:23])[CH3:9].